Predict the product of the given reaction. From a dataset of Forward reaction prediction with 1.9M reactions from USPTO patents (1976-2016). (1) Given the reactants [CH3:1][S:2]([C:5]1[CH:25]=[CH:24][C:8]([CH2:9][N:10]2[CH:19]=[CH:18][C:17]3[C:12](=[CH:13][C:14]([C:20](O)=[O:21])=[CH:15][CH:16]=3)[C:11]2=[O:23])=[CH:7][CH:6]=1)(=[O:4])=[O:3].[N:26]1[CH:31]=[C:30]([CH2:32][NH2:33])[CH:29]=[N:28][CH:27]=1, predict the reaction product. The product is: [N:26]1[CH:31]=[C:30]([CH2:32][NH:33][C:20]([C:14]2[CH:13]=[C:12]3[C:17]([CH:18]=[CH:19][N:10]([CH2:9][C:8]4[CH:7]=[CH:6][C:5]([S:2]([CH3:1])(=[O:4])=[O:3])=[CH:25][CH:24]=4)[C:11]3=[O:23])=[CH:16][CH:15]=2)=[O:21])[CH:29]=[N:28][CH:27]=1. (2) The product is: [CH2:14]([O:21][C:22]1[CH:23]=[CH:24][C:25]([N:26]([CH3:27])[S:2]([C:5]2[CH:13]=[CH:12][C:8]([C:9]([OH:11])=[O:10])=[CH:7][CH:6]=2)(=[O:4])=[O:3])=[CH:28][CH:29]=1)[C:15]1[CH:16]=[CH:17][CH:18]=[CH:19][CH:20]=1. Given the reactants Cl[S:2]([C:5]1[CH:13]=[CH:12][C:8]([C:9]([OH:11])=[O:10])=[CH:7][CH:6]=1)(=[O:4])=[O:3].[CH2:14]([O:21][C:22]1[CH:29]=[CH:28][C:25]([NH:26][CH3:27])=[CH:24][CH:23]=1)[C:15]1[CH:20]=[CH:19][CH:18]=[CH:17][CH:16]=1.CCN(C(C)C)C(C)C, predict the reaction product. (3) The product is: [CH3:1][O:2][C:3]1[CH:4]=[CH:5][C:6]([C:9]2[O:13][N:12]=[CH:11][C:10]=2[CH2:14][CH2:15][CH2:16][OH:17])=[CH:7][CH:8]=1. Given the reactants [CH3:1][O:2][C:3]1[CH:8]=[CH:7][C:6]([C:9]2[O:13][N:12]=[CH:11][C:10]=2[CH2:14][CH2:15][C:16](OC)=[O:17])=[CH:5][CH:4]=1.[H-].C([Al+]CC(C)C)C(C)C.Cl, predict the reaction product.